From a dataset of Blood-brain barrier permeability classification from the B3DB database. Regression/Classification. Given a drug SMILES string, predict its absorption, distribution, metabolism, or excretion properties. Task type varies by dataset: regression for continuous measurements (e.g., permeability, clearance, half-life) or binary classification for categorical outcomes (e.g., BBB penetration, CYP inhibition). Dataset: b3db_classification. (1) The compound is Clc1ccccc1C(c1ccccc1)(c1ccccc1)n1ccnc1. The result is 0 (does not penetrate BBB). (2) The drug is Cc1cc(C(=O)NCCCN2CCCc3ccccc32)ccc1[N+](=O)[O-]. The result is 0 (does not penetrate BBB). (3) The drug is N#CCCNCCc1ccccc1. The result is 1 (penetrates BBB). (4) The compound is C=C[C@H]1CN2CCC1C[C@@H]2[C@@H](O)c1ccnc2ccc(OC)cc12. The result is 1 (penetrates BBB).